From a dataset of Forward reaction prediction with 1.9M reactions from USPTO patents (1976-2016). Predict the product of the given reaction. (1) Given the reactants [Cl:1][C:2]1[C:3]([F:9])=[C:4]([CH:6]=[CH:7][CH:8]=1)[NH2:5].[Cl:10][C:11]1[CH:18]=[CH:17][C:14]([CH:15]=O)=[CH:13][CH:12]=1.[Na].C([O:22][C:23](=O)[C:24](=[O:31])[CH2:25][C:26](=[O:30])[CH:27]([CH3:29])[CH3:28])C.C(O)(=O)C, predict the reaction product. The product is: [Cl:1][C:2]1[C:3]([F:9])=[C:4]([N:5]2[CH:15]([C:14]3[CH:17]=[CH:18][C:11]([Cl:10])=[CH:12][CH:13]=3)[C:25]([C:26](=[O:30])[CH:27]([CH3:29])[CH3:28])=[C:24]([OH:31])[C:23]2=[O:22])[CH:6]=[CH:7][CH:8]=1. (2) Given the reactants C(S[CH2:5][C@H:6]1[C@@H:15]([NH:16][C:17](=[O:26])[O:18][CH2:19][C:20]2[CH:25]=[CH:24][CH:23]=[CH:22][CH:21]=2)[CH2:14][CH2:13][C:8]2([O:12][CH2:11][CH2:10][O:9]2)[CH2:7]1)(C)C.O[O:28][S:29]([O-:31])=O.[K+].[CH3:33][CH:34](O)[CH3:35], predict the reaction product. The product is: [CH:34]([S:29]([CH2:5][C@H:6]1[C@@H:15]([NH:16][C:17](=[O:26])[O:18][CH2:19][C:20]2[CH:25]=[CH:24][CH:23]=[CH:22][CH:21]=2)[CH2:14][CH2:13][C:8]2([O:12][CH2:11][CH2:10][O:9]2)[CH2:7]1)(=[O:31])=[O:28])([CH3:35])[CH3:33]. (3) Given the reactants Cl.CN(C)CCCN=C=NCC.[CH2:13]1[C:21]2[C:16](=[CH:17][CH:18]=[CH:19][CH:20]=2)[CH2:15][CH:14]1[NH:22][C:23]1[N:24]=[CH:25][C:26]2[CH2:32][NH:31][CH2:30][CH2:29][C:27]=2[N:28]=1.[N:33]1([CH2:38][CH2:39][CH2:40][CH2:41][C:42](O)=[O:43])[CH:37]=[CH:36][N:35]=[CH:34]1.ON1C2C=CC=CC=2N=N1, predict the reaction product. The product is: [CH2:13]1[C:21]2[C:16](=[CH:17][CH:18]=[CH:19][CH:20]=2)[CH2:15][CH:14]1[NH:22][C:23]1[N:24]=[CH:25][C:26]2[CH2:32][N:31]([C:42](=[O:43])[CH2:41][CH2:40][CH2:39][CH2:38][N:33]3[CH:37]=[CH:36][N:35]=[CH:34]3)[CH2:30][CH2:29][C:27]=2[N:28]=1. (4) Given the reactants C(OC(=O)[NH:10][CH2:11][CH2:12][C:13]1[O:14][C:15]([CH:18]([CH3:20])[CH3:19])=[CH:16][N:17]=1)C1C=CC=CC=1, predict the reaction product. The product is: [CH:18]([C:15]1[O:14][C:13]([CH2:12][CH2:11][NH2:10])=[N:17][CH:16]=1)([CH3:20])[CH3:19]. (5) Given the reactants Cl.[C:2](N)(=O)[C:3]1C=CC=C[CH:4]=1.FC(F)(F)C(O)=O.[Cl:18][C:19]1[CH:20]=[CH:21][C:22]([NH:25][C:26](=[O:43])[C:27]2[CH:32]=[C:31]([F:33])[CH:30]=[CH:29][C:28]=2[NH:34][C:35]([N:37]2[CH2:42][CH2:41][NH:40][CH2:39][CH2:38]2)=[O:36])=[N:23][CH:24]=1, predict the reaction product. The product is: [ClH:18].[Cl:18][C:19]1[CH:20]=[CH:21][C:22]([NH:25][C:26](=[O:43])[C:27]2[CH:32]=[C:31]([F:33])[CH:30]=[CH:29][C:28]=2[NH:34][C:35]([N:37]2[CH2:42][CH2:41][N:40]([CH:3]([CH3:4])[CH3:2])[CH2:39][CH2:38]2)=[O:36])=[N:23][CH:24]=1. (6) Given the reactants [CH3:1][O:2][C:3](=[O:10])[CH:4]=[CH:5][CH2:6][CH2:7][CH2:8]Cl.[Br-:11].[Li+].CCCCCCC, predict the reaction product. The product is: [CH3:1][O:2][C:3](=[O:10])[CH:4]=[CH:5][CH2:6][CH2:7][CH2:8][Br:11]. (7) Given the reactants [NH:1]1[CH2:6][CH2:5][CH2:4][C@H:3]([NH:7]C(=O)OC(C)(C)C)[CH2:2]1.C(=O)([O-])[O-].[K+].[K+].[Cl:21][CH2:22][C:23]([N:25]1[CH2:30][CH2:29][CH:28](/[CH:31]=[CH:32]/[C:33]2[C:38]([CH3:39])=[CH:37][CH:36]=[CH:35][C:34]=2[CH3:40])[CH2:27][CH2:26]1)=[O:24], predict the reaction product. The product is: [ClH:21].[ClH:21].[CH3:40][C:34]1[CH:35]=[CH:36][CH:37]=[C:38]([CH3:39])[C:33]=1/[CH:32]=[CH:31]/[CH:28]1[CH2:29][CH2:30][N:25]([C:23](=[O:24])[CH2:22][N:1]2[CH2:6][CH2:5][CH2:4][C@H:3]([NH2:7])[CH2:2]2)[CH2:26][CH2:27]1.